Dataset: Forward reaction prediction with 1.9M reactions from USPTO patents (1976-2016). Task: Predict the product of the given reaction. (1) Given the reactants [CH3:1][C:2]1[CH:19]=[C:18]([F:20])[CH:17]=[C:16]([CH3:21])[C:3]=1[CH2:4][O:5][C:6]1[C:7]2[N:8]([CH:12]=[C:13]([CH3:15])[N:14]=2)[CH:9]=[CH:10][CH:11]=1.[Cl:22]Cl, predict the reaction product. The product is: [CH3:21][C:16]1[CH:17]=[C:18]([F:20])[CH:19]=[C:2]([CH3:1])[C:3]=1[CH2:4][O:5][C:6]1[C:7]2[N:8]([C:12]([Cl:22])=[C:13]([CH3:15])[N:14]=2)[CH:9]=[CH:10][CH:11]=1. (2) Given the reactants [I:1][C:2]1[CH:3]=[C:4]([CH:9]=[CH:10][C:11]=1[CH3:12])[C:5]([NH:7][NH2:8])=[O:6].[CH3:13]OC(C1C=C(C2C=CC(NC(=O)C3C(F)=CC=CC=3F)=CC=2)C(C)=CC=1)=O, predict the reaction product. The product is: [I:1][C:2]1[CH:3]=[C:4]([C:5]2[O:6][CH:13]=[N:8][N:7]=2)[CH:9]=[CH:10][C:11]=1[CH3:12]. (3) Given the reactants [CH:1]1([C:4]2[N:8]=[C:7]([C:9]3[C:10]4[CH2:18][CH2:17][C:16]([F:20])([F:19])[CH2:15][C:11]=4[S:12][C:13]=3[NH2:14])[S:6][N:5]=2)[CH2:3][CH2:2]1.[CH:21]12[CH2:28][CH2:27][CH:24]([CH2:25][CH2:26]1)[C:23]1[C:29]([O:31][C:32](=[O:33])[C:22]2=1)=[O:30], predict the reaction product. The product is: [CH:1]1([C:4]2[N:8]=[C:7]([C:9]3[C:10]4[CH2:18][CH2:17][C:16]([F:20])([F:19])[CH2:15][C:11]=4[S:12][C:13]=3[NH:14][C:32]([C:22]3[CH:21]4[CH2:28][CH2:27][CH:24]([CH2:25][CH2:26]4)[C:23]=3[C:29]([OH:31])=[O:30])=[O:33])[S:6][N:5]=2)[CH2:3][CH2:2]1.